From a dataset of Catalyst prediction with 721,799 reactions and 888 catalyst types from USPTO. Predict which catalyst facilitates the given reaction. (1) Reactant: [CH3:1][NH:2][C:3]1[CH:8]=[CH:7][CH:6]=[CH:5][CH:4]=1.Br[CH:10]([CH2:14][CH2:15][CH3:16])[C:11]([O-:13])=[O:12].N1C(C)=CC=[CH:19][C:18]=1C. Product: [CH3:1][N:2]([C:3]1[CH:8]=[CH:7][CH:6]=[CH:5][CH:4]=1)[CH2:16][CH2:15][CH2:14][CH2:10][C:11]([O:13][CH2:18][CH3:19])=[O:12]. The catalyst class is: 10. (2) Reactant: [Br:1][CH2:2][C:3]1[CH:11]=[CH:10][C:6]([C:7](Cl)=[O:8])=[CH:5][CH:4]=1.[CH2:12]([CH:14]([CH2:17][CH3:18])[CH2:15][OH:16])[CH3:13]. Product: [CH2:12]([CH:14]([CH2:17][CH3:18])[CH2:15][O:16][C:7](=[O:8])[C:6]1[CH:10]=[CH:11][C:3]([CH2:2][Br:1])=[CH:4][CH:5]=1)[CH3:13]. The catalyst class is: 2. (3) Reactant: [C:1]1([N:11]=[C:12]=[O:13])[C:10]2[C:5](=[CH:6][CH:7]=[CH:8][CH:9]=2)[CH:4]=[CH:3][CH:2]=1.[NH:14]1[CH2:19][CH2:18][CH:17]([CH2:20][CH2:21][CH2:22][CH2:23][NH:24][C:25](=[O:34])[CH2:26][CH2:27][C:28]2[CH:29]=[N:30][CH:31]=[CH:32][CH:33]=2)[CH2:16][CH2:15]1. Product: [C:1]1([NH:11][C:12]([N:14]2[CH2:19][CH2:18][CH:17]([CH2:20][CH2:21][CH2:22][CH2:23][NH:24][C:25](=[O:34])[CH2:26][CH2:27][C:28]3[CH:29]=[N:30][CH:31]=[CH:32][CH:33]=3)[CH2:16][CH2:15]2)=[O:13])[C:10]2[C:5](=[CH:6][CH:7]=[CH:8][CH:9]=2)[CH:4]=[CH:3][CH:2]=1. The catalyst class is: 1. (4) Reactant: [C:1]1([C:7]2([C:12]([OH:14])=O)[CH2:11][CH2:10][CH2:9][CH2:8]2)[CH:6]=[CH:5][CH:4]=[CH:3][CH:2]=1.[CH3:15]N(C(ON1N=NC2C=CC=CC1=2)=[N+](C)C)C.F[P-](F)(F)(F)(F)F.CN1CCOCC1.[N:46]1([CH2:51][CH2:52][CH2:53][NH2:54])[CH2:50][CH2:49][CH2:48][CH2:47]1.C[Si](Cl)(C)C. Product: [CH:11]1([CH:7]([C:1]2[CH:2]=[CH:3][CH:4]=[CH:5][CH:6]=2)[C:12]([NH:54][CH2:53][CH2:52][CH2:51][N:46]2[CH2:50][CH2:49][CH2:48][CH2:47]2)=[O:14])[CH2:10][CH2:9][CH2:8][CH2:15]1. The catalyst class is: 98. (5) Reactant: Cl[C:2]1[CH:11]=[C:10]([Cl:12])[C:9]2[C:4](=[CH:5][C:6]([S:13][C:14]3[CH:15]=[C:16]([C:20]4([C:26]#[N:27])[CH2:25][CH2:24][O:23][CH2:22][CH2:21]4)[CH:17]=[CH:18][CH:19]=3)=[CH:7][CH:8]=2)[N:3]=1.[C:28](=[NH:41])([C:35]1[CH:40]=[CH:39][CH:38]=[CH:37][CH:36]=1)[C:29]1[CH:34]=[CH:33][CH:32]=[CH:31][CH:30]=1.CC(C)([O-])C.[Na+].C1C=CC(P(C2C(C3C(P(C4C=CC=CC=4)C4C=CC=CC=4)=CC=C4C=3C=CC=C4)=C3C(C=CC=C3)=CC=2)C2C=CC=CC=2)=CC=1. Product: [C:28](=[N:41][C:2]1[CH:11]=[C:10]([Cl:12])[C:9]2[C:4](=[CH:5][C:6]([S:13][C:14]3[CH:15]=[C:16]([C:20]4([C:26]#[N:27])[CH2:21][CH2:22][O:23][CH2:24][CH2:25]4)[CH:17]=[CH:18][CH:19]=3)=[CH:7][CH:8]=2)[N:3]=1)([C:35]1[CH:36]=[CH:37][CH:38]=[CH:39][CH:40]=1)[C:29]1[CH:34]=[CH:33][CH:32]=[CH:31][CH:30]=1. The catalyst class is: 101.